From a dataset of Reaction yield outcomes from USPTO patents with 853,638 reactions. Predict the reaction yield, written as a fraction of the theoretical maximum amount of product (1.0 means a 100% yield; for example, 0.34 means a 34% yield). (1) The reactants are [NH2:1][C:2]1[C:15]([CH3:16])=[CH:14][C:13]([C:17]#[N:18])=[CH:12][C:3]=1[C:4]([O:6]CCCCC)=O.[CH3:19][NH2:20].C[O-].[Na+]. No catalyst specified. The product is [NH2:1][C:2]1[C:15]([CH3:16])=[CH:14][C:13]([C:17]#[N:18])=[CH:12][C:3]=1[C:4]([NH:20][CH3:19])=[O:6]. The yield is 0.706. (2) The reactants are [F:1][C:2]1[CH:27]=[CH:26][C:5]2[C:6]([CH:9]3[CH2:14][CH2:13][N:12]([CH2:15][CH2:16][NH:17][C:18]4[CH:23]=[N:22][NH:21][C:20](=[O:24])[C:19]=4[Cl:25])[CH2:11][CH2:10]3)=N[O:8][C:4]=2[CH:3]=1.C[OH:29].[OH-].[Na+].[H][H]. The catalyst is [Pd].ClCCl. The product is [ClH:25].[ClH:25].[F:1][C:2]1[CH:27]=[CH:26][C:5]([C:6]([CH:9]2[CH2:14][CH2:13][N:12]([CH2:15][CH2:16][NH:17][C:18]3[CH:23]=[N:22][NH:21][C:20](=[O:24])[CH:19]=3)[CH2:11][CH2:10]2)=[O:29])=[C:4]([OH:8])[CH:3]=1. The yield is 0.504. (3) The reactants are [Cl:1][C:2]1[CH:18]=[C:17]([Cl:19])[CH:16]=[CH:15][C:3]=1[CH2:4][NH:5][C:6](=[O:14])[C:7]1[CH:12]=[CH:11][C:10]([OH:13])=[N:9][CH:8]=1.[C:20](=O)([O-])[O-].[K+].[K+].CI. The catalyst is C(#N)C. The product is [Cl:1][C:2]1[CH:18]=[C:17]([Cl:19])[CH:16]=[CH:15][C:3]=1[CH2:4][NH:5][C:6]([C:7]1[CH:12]=[CH:11][C:10](=[O:13])[N:9]([CH3:20])[CH:8]=1)=[O:14]. The yield is 0.330. (4) The reactants are [C:1]([O:4][CH2:5][C:6]1[C:7]([N:21]2[CH2:33][CH2:32][N:24]3[C:25]4[CH2:26][CH2:27][CH2:28][CH2:29][C:30]=4[CH:31]=[C:23]3[C:22]2=[O:34])=[N:8][CH:9]=[CH:10][C:11]=1B1OC(C)(C)C(C)(C)O1)(=[O:3])[CH3:2].Br[C:36]1[CH:37]=[C:38]([NH:44][C:45]2[CH:53]=[C:48]3[CH2:49][O:50][CH2:51][CH2:52][N:47]3[N:46]=2)[C:39](=[O:43])[N:40]([CH3:42])[CH:41]=1. No catalyst specified. The product is [C:1]([O:4][CH2:5][C:6]1[C:7]([N:21]2[CH2:33][CH2:32][N:24]3[C:25]4[CH2:26][CH2:27][CH2:28][CH2:29][C:30]=4[CH:31]=[C:23]3[C:22]2=[O:34])=[N:8][CH:9]=[CH:10][C:11]=1[C:36]1[CH:37]=[C:38]([NH:44][C:45]2[CH:53]=[C:48]3[CH2:49][O:50][CH2:51][CH2:52][N:47]3[N:46]=2)[C:39](=[O:43])[N:40]([CH3:42])[CH:41]=1)(=[O:3])[CH3:2]. The yield is 0.610. (5) The reactants are C[O-].[Na+].[F:4][C:5]([F:16])([F:15])[C:6](=O)[CH:7]=[CH:8][NH:9][CH:10]=[CH:11][C:12]#[N:13].O.CCCCCC.C(OCC)(=O)C. The catalyst is CO. The product is [C:12]([C:11]1[CH:10]=[N:9][CH:8]=[CH:7][C:6]=1[C:5]([F:16])([F:15])[F:4])#[N:13]. The yield is 0.565.